This data is from Reaction yield outcomes from USPTO patents with 853,638 reactions. The task is: Predict the reaction yield, written as a fraction of the theoretical maximum amount of product (1.0 means a 100% yield; for example, 0.34 means a 34% yield). (1) The reactants are [F:1][C:2]1[CH:7]=[CH:6][C:5]([C:8]2[CH:9]([C:11]3[CH:16]=[CH:15][C:14]([C:17]([F:20])([F:19])[F:18])=[CH:13][N:12]=3)[N:10]=2)=[CH:4][CH:3]=1.FC1C=[CH:26][C:25]([C:28](=NO)CC2C=[CH:26][C:25]([C:28](F)(F)F)=[CH:24]N=2)=[CH:24]C=1.C(N(CC)CC)C.FC(F)(F)C(OC(=O)C(F)(F)F)=[O:52]. The catalyst is ClCCl. The product is [F:1][C:2]1[CH:7]=[CH:6][C:5]([C:8]2[C:9]([C:24](=[O:52])[CH:25]([CH3:28])[CH3:26])=[C:11]3[CH:16]=[CH:15][C:14]([C:17]([F:20])([F:19])[F:18])=[CH:13][N:12]3[N:10]=2)=[CH:4][CH:3]=1. The yield is 0.820. (2) The reactants are [Si:1]([O:8][C@@H:9]([CH3:15])[C:10](OCC)=[O:11])([C:4]([CH3:7])([CH3:6])[CH3:5])([CH3:3])[CH3:2].CO.[Li+].[BH4-]. The catalyst is C(OCC)C. The product is [Si:1]([O:8][C@@H:9]([CH3:15])[CH2:10][OH:11])([C:4]([CH3:7])([CH3:6])[CH3:5])([CH3:3])[CH3:2]. The yield is 0.970. (3) The reactants are [CH2:1]([O:8][C:9]1[CH:18]=[C:17]2[C:12]([C:13](=O)[NH:14][CH:15]=[N:16]2)=[CH:11][CH:10]=1)[C:2]1[CH:7]=[CH:6][CH:5]=[CH:4][CH:3]=1.S(Cl)([Cl:22])=O. The catalyst is CN(C=O)C. The product is [CH2:1]([O:8][C:9]1[CH:18]=[C:17]2[C:12]([C:13]([Cl:22])=[N:14][CH:15]=[N:16]2)=[CH:11][CH:10]=1)[C:2]1[CH:7]=[CH:6][CH:5]=[CH:4][CH:3]=1. The yield is 0.890. (4) The reactants are [S:1]1[CH:5]=[CH:4][C:3]2[CH:6]=[C:7]([CH:10]3[C:19]4[C:14](=[CH:15][C:16]([O:20]C)=[CH:17][CH:18]=4)[CH2:13][N:12]([CH3:22])[CH2:11]3)[CH:8]=[CH:9][C:2]1=2.C([S-])C.[Na+].[NH4+].[Cl-]. The catalyst is CN(C=O)C. The product is [S:1]1[CH:5]=[CH:4][C:3]2[CH:6]=[C:7]([CH:10]3[C:19]4[C:14](=[CH:15][C:16]([OH:20])=[CH:17][CH:18]=4)[CH2:13][N:12]([CH3:22])[CH2:11]3)[CH:8]=[CH:9][C:2]1=2. The yield is 0.700.